From a dataset of Forward reaction prediction with 1.9M reactions from USPTO patents (1976-2016). Predict the product of the given reaction. (1) Given the reactants [CH3:1][S:2][CH2:3][CH:4]([CH2:8][CH3:9])[C:5](Cl)=[O:6].[C:10]([CH2:12][C:13]([O:15][CH2:16][CH2:17][CH3:18])=[O:14])#[N:11].C(N(CC)CC)C, predict the reaction product. The product is: [C:10]([C:12](=[C:5]([OH:6])[CH:4]([CH2:3][S:2][CH3:1])[CH2:8][CH3:9])[C:13]([O:15][CH2:16][CH2:17][CH3:18])=[O:14])#[N:11]. (2) Given the reactants N1C2[C:6](=[CH:7][CH:8]=CC=2)[C:4](=O)[C:2]1=O.[Cl:12][C:13]1[CH:21]=[C:20]2[C:16]([C:17](=[O:23])[C:18](=[O:22])[NH:19]2)=[CH:15][CH:14]=1, predict the reaction product. The product is: [Cl:12][C:13]1[CH:21]=[C:20]2[C:16]([C:17](=[O:23])[C:18](=[O:22])[N:19]2[CH2:2][CH2:4][CH2:6][CH2:7][CH3:8])=[CH:15][CH:14]=1. (3) Given the reactants [F:1][C:2]1[N:7]=[C:6]([NH2:8])[CH:5]=[CH:4][C:3]=1[CH2:9][C:10]1[C:18]2[CH:17]=[N:16][CH:15]=[N:14][C:13]=2[NH:12][CH:11]=1.[CH3:19][O:20][C:21]1[CH:22]=[C:23]([CH:26]=[C:27]([O:31][CH3:32])[C:28]=1[O:29][CH3:30])[CH:24]=O.C(O)(=O)C.C([BH3-])#N, predict the reaction product. The product is: [F:1][C:2]1[N:7]=[C:6]([NH:8][CH2:24][C:23]2[CH:26]=[C:27]([O:31][CH3:32])[C:28]([O:29][CH3:30])=[C:21]([O:20][CH3:19])[CH:22]=2)[CH:5]=[CH:4][C:3]=1[CH2:9][C:10]1[C:18]2[CH:17]=[N:16][CH:15]=[N:14][C:13]=2[NH:12][CH:11]=1. (4) The product is: [Cl:1][C:2]1[CH:10]=[C:9]2[C:5]([C:6]([C:14](=[O:15])[C:13]([F:24])([F:23])[F:12])=[C:7]([CH3:11])[NH:8]2)=[CH:4][CH:3]=1. Given the reactants [Cl:1][C:2]1[CH:10]=[C:9]2[C:5]([CH:6]=[C:7]([CH3:11])[NH:8]2)=[CH:4][CH:3]=1.[F:12][C:13]([F:24])([F:23])[C:14](O[C:14](=[O:15])[C:13]([F:24])([F:23])[F:12])=[O:15], predict the reaction product.